From a dataset of Catalyst prediction with 721,799 reactions and 888 catalyst types from USPTO. Predict which catalyst facilitates the given reaction. Reactant: I[C:2]1[CH:3]=[CH:4][C:5]2[O:21][CH:9]3[CH2:10][N:11]([C:14]([O:16][C:17]([CH3:20])([CH3:19])[CH3:18])=[O:15])[CH2:12][CH2:13][C:8]3([CH3:22])[C:6]=2[CH:7]=1.CC(C)([O-])C.[Na+].C(O)CO.CN(C)C=O.[C:38]1([SH:44])[CH:43]=[CH:42][CH:41]=[CH:40][CH:39]=1. Product: [C:17]([O:16][C:14]([N:11]1[CH2:12][CH2:13][C:8]2([CH3:22])[C:6]3[CH:7]=[C:2]([S:44][C:38]4[CH:43]=[CH:42][CH:41]=[CH:40][CH:39]=4)[CH:3]=[CH:4][C:5]=3[O:21][CH:9]2[CH2:10]1)=[O:15])([CH3:20])([CH3:19])[CH3:18]. The catalyst class is: 205.